This data is from Retrosynthesis with 50K atom-mapped reactions and 10 reaction types from USPTO. The task is: Predict the reactants needed to synthesize the given product. (1) Given the product COc1ccc(CNC(=O)c2cc3c(s2)N(C)CNC3)cc1, predict the reactants needed to synthesize it. The reactants are: CN1CNCc2cc(C(=O)O)sc21.COc1ccc(CN)cc1. (2) Given the product CC(O)c1ccccc1-c1cnn2c(-c3cccc(NC(=O)c4cccc(C(F)(F)F)c4)c3)ccnc12, predict the reactants needed to synthesize it. The reactants are: CC(=O)c1ccccc1-c1cnn2c(-c3cccc(NC(=O)c4cccc(C(F)(F)F)c4)c3)ccnc12. (3) Given the product CCS(=O)(=O)N(C)C1CCCOc2c(C)cc(Cl)cc21, predict the reactants needed to synthesize it. The reactants are: CCS(=O)(=O)NC1CCCOc2c(C)cc(Cl)cc21.CI. (4) Given the product CCO[C@@H]1c2ccn3c(C)c(C)nc3c2N[C@H](c2ccccc2)[C@H]1O, predict the reactants needed to synthesize it. The reactants are: CCO.Cc1nc2c3c(ccn2c1C)[C@@H](O)[C@H](O)[C@@H](c1ccccc1)N3. (5) Given the product N[C@H](CCc1cc(-c2ccc3cnccc3c2)no1)Cc1ccccc1, predict the reactants needed to synthesize it. The reactants are: CC(C)(C)OC(=O)N[C@H](CCc1cc(-c2ccc3cnccc3c2)no1)Cc1ccccc1. (6) Given the product COC[C@@H](NC(=O)Nc1cc2c(cn1)c(-c1cnn(C)c1)nn2C(c1ccccc1)(c1ccccc1)c1ccccc1)c1ccccc1, predict the reactants needed to synthesize it. The reactants are: COC[C@@H](NC(N)=O)c1ccccc1.Cn1cc(-c2nn(C(c3ccccc3)(c3ccccc3)c3ccccc3)c3cc(Cl)ncc23)cn1. (7) Given the product O=S(=O)(c1ccc(Cl)cc1)N(Cc1ccc(-c2ncco2)c(F)c1F)[C@@H]1CCCC[C@H]1CO, predict the reactants needed to synthesize it. The reactants are: Fc1c(CBr)ccc(-c2ncco2)c1F.O=S(=O)(N[C@@H]1CCCC[C@H]1CO)c1ccc(Cl)cc1. (8) Given the product COc1cc(F)c(F)c(CN)c1, predict the reactants needed to synthesize it. The reactants are: COc1cc(F)c(F)c(CN=[N+]=[N-])c1.